From a dataset of Reaction yield outcomes from USPTO patents with 853,638 reactions. Predict the reaction yield, written as a fraction of the theoretical maximum amount of product (1.0 means a 100% yield; for example, 0.34 means a 34% yield). The reactants are [Br:1][C:2]1[CH:7]=[CH:6][C:5]([CH2:8][CH:9]=O)=[C:4]([NH:11][CH:12]2[CH2:17][CH2:16][O:15][CH2:14][CH2:13]2)[CH:3]=1. The catalyst is Cl.CO. The product is [Br:1][C:2]1[CH:3]=[C:4]2[C:5]([CH:8]=[CH:9][N:11]2[CH:12]2[CH2:17][CH2:16][O:15][CH2:14][CH2:13]2)=[CH:6][CH:7]=1. The yield is 0.960.